This data is from Forward reaction prediction with 1.9M reactions from USPTO patents (1976-2016). The task is: Predict the product of the given reaction. (1) Given the reactants [CH3:1][S:2]([NH:5][CH2:6][C:7]1[CH:15]=[CH:14][C:10]([C:11]([OH:13])=O)=[CH:9][CH:8]=1)(=[O:4])=[O:3].[CH:16]1([C:19]2[CH:20]=[C:21]([CH3:31])[C:22]([N:25]3[CH2:30][CH2:29][NH:28][CH2:27][CH2:26]3)=[N:23][CH:24]=2)[CH2:18][CH2:17]1, predict the reaction product. The product is: [CH:16]1([C:19]2[CH:20]=[C:21]([CH3:31])[C:22]([N:25]3[CH2:26][CH2:27][N:28]([C:11]([C:10]4[CH:9]=[CH:8][C:7]([CH2:6][NH:5][S:2]([CH3:1])(=[O:3])=[O:4])=[CH:15][CH:14]=4)=[O:13])[CH2:29][CH2:30]3)=[N:23][CH:24]=2)[CH2:18][CH2:17]1. (2) The product is: [CH3:29][N:30]([CH3:34])[CH2:31][C:24]#[C:23][C:3]1[N:2]([CH3:1])[C:6]([C:7]2[S:8][C:9]3[N:10]=[CH:11][N:12]=[C:13]([NH2:16])[C:14]=3[N:15]=2)=[C:5]([C:17]2[CH:18]=[CH:19][CH:20]=[CH:21][CH:22]=2)[N:4]=1. Given the reactants [CH3:1][N:2]1[C:6]([C:7]2[S:8][C:9]3[N:10]=[CH:11][N:12]=[C:13]([NH2:16])[C:14]=3[N:15]=2)=[C:5]([C:17]2[CH:22]=[CH:21][CH:20]=[CH:19][CH:18]=2)[N:4]=[C:3]1[C:23]#[C:24][Si](C)(C)C.[CH3:29][N:30]([CH3:34])[CH2:31]C#C, predict the reaction product.